Dataset: Full USPTO retrosynthesis dataset with 1.9M reactions from patents (1976-2016). Task: Predict the reactants needed to synthesize the given product. Given the product [CH3:1][C@:2]1([NH2:34])[CH2:6][CH2:5][N:4]([C@@H:7]([C:12]2[CH:13]=[CH:14][C:15]3[N:16]([C:18]([C:21]4[CH:30]=[CH:29][C:28]5[C:23](=[C:24]([O:32][CH3:33])[CH:25]=[C:26]([F:31])[CH:27]=5)[N:22]=4)=[N:19][N:20]=3)[CH:17]=2)[C:8]([F:10])([F:9])[F:11])[CH2:3]1, predict the reactants needed to synthesize it. The reactants are: [CH3:1][C@:2]1([NH:34]C(=O)OC(C)(C)C)[CH2:6][CH2:5][N:4]([C@@H:7]([C:12]2[CH:13]=[CH:14][C:15]3[N:16]([C:18]([C:21]4[CH:30]=[CH:29][C:28]5[C:23](=[C:24]([O:32][CH3:33])[CH:25]=[C:26]([F:31])[CH:27]=5)[N:22]=4)=[N:19][N:20]=3)[CH:17]=2)[C:8]([F:11])([F:10])[F:9])[CH2:3]1.Cl.